The task is: Predict the product of the given reaction.. This data is from Forward reaction prediction with 1.9M reactions from USPTO patents (1976-2016). (1) The product is: [C:9]([O:1][CH2:2][CH2:3][S:4]([O-:7])(=[O:6])=[O:5])(=[O:11])[CH3:10].[Na+:8]. Given the reactants [OH:1][CH2:2][CH2:3][S:4]([O-:7])(=[O:6])=[O:5].[Na+:8].[C:9](OC(=O)C)(=[O:11])[CH3:10], predict the reaction product. (2) Given the reactants [C:1]([C:5]1[O:9][N:8]=[C:7]([NH:10][C:11]([NH:13][C:14]2[CH:19]=[CH:18][CH:17]=[C:16]([C:20]#[C:21][C:22]3[CH:23]=[N:24][C:25](Cl)=[N:26][CH:27]=3)[CH:15]=2)=[O:12])[CH:6]=1)([CH3:4])([CH3:3])[CH3:2].[NH2:29][CH2:30][CH2:31][N:32]1[CH2:37][CH2:36][N:35](C(OC(C)(C)C)=O)[CH2:34][CH2:33]1.Cl, predict the reaction product. The product is: [C:1]([C:5]1[O:9][N:8]=[C:7]([NH:10][C:11]([NH:13][C:14]2[CH:19]=[CH:18][CH:17]=[C:16]([C:20]#[C:21][C:22]3[CH:23]=[N:24][C:25]([NH:29][CH2:30][CH2:31][N:32]4[CH2:37][CH2:36][NH:35][CH2:34][CH2:33]4)=[N:26][CH:27]=3)[CH:15]=2)=[O:12])[CH:6]=1)([CH3:4])([CH3:3])[CH3:2]. (3) Given the reactants [Cl:1][C:2]1[CH:3]=[C:4]([CH:9]2[C:18]3[C:13](=[CH:14][CH:15]=[CH:16][CH:17]=3)[C:12](=[N:19][CH3:20])[CH2:11][CH2:10]2)[CH:5]=[CH:6][C:7]=1[Cl:8].O, predict the reaction product. The product is: [Cl:1][C:2]1[CH:3]=[C:4]([C@@H:9]2[C:18]3[C:13](=[CH:14][CH:15]=[CH:16][CH:17]=3)[C@H:12]([NH:19][CH3:20])[CH2:11][CH2:10]2)[CH:5]=[CH:6][C:7]=1[Cl:8].